Dataset: Full USPTO retrosynthesis dataset with 1.9M reactions from patents (1976-2016). Task: Predict the reactants needed to synthesize the given product. Given the product [CH:30]([C:29]1[CH:32]=[CH:33][C:26]([N:11]2[CH2:10][CH2:9][N:8]([C:1]([O:3][C:4]([CH3:7])([CH3:6])[CH3:5])=[O:2])[CH2:13][CH2:12]2)=[C:27]([I:34])[CH:28]=1)=[O:31], predict the reactants needed to synthesize it. The reactants are: [C:1]([N:8]1[CH2:13][CH2:12][NH:11][CH2:10][CH2:9]1)([O:3][C:4]([CH3:7])([CH3:6])[CH3:5])=[O:2].C(=O)([O-])[O-].[K+].[K+].CN(C=O)C.F[C:26]1[CH:33]=[CH:32][C:29]([CH:30]=[O:31])=[CH:28][C:27]=1[I:34].